From a dataset of Reaction yield outcomes from USPTO patents with 853,638 reactions. Predict the reaction yield, written as a fraction of the theoretical maximum amount of product (1.0 means a 100% yield; for example, 0.34 means a 34% yield). The reactants are FC(F)(F)C1C=CC(CBr)=CC=1.Br[CH2:14][C:15]1[CH:20]=[CH:19][C:18]([F:21])=[CH:17][CH:16]=1.[CH3:22][C:23]1[N:24]=[C:25]([N:33]2[C:37](=[O:38])[NH:36][N:35]=[CH:34]2)[S:26][C:27]=1[C:28]([O:30][CH2:31][CH3:32])=[O:29]. No catalyst specified. The product is [F:21][C:18]1[CH:19]=[CH:20][C:15]([CH2:14][N:36]2[C:37](=[O:38])[N:33]([C:25]3[S:26][C:27]([C:28]([O:30][CH2:31][CH3:32])=[O:29])=[C:23]([CH3:22])[N:24]=3)[CH:34]=[N:35]2)=[CH:16][CH:17]=1. The yield is 0.840.